From a dataset of Catalyst prediction with 721,799 reactions and 888 catalyst types from USPTO. Predict which catalyst facilitates the given reaction. (1) Reactant: [H-].[Na+].[Br:3][C:4]1[CH:5]=[C:6]([OH:22])[CH:7]=[C:8]([Br:21])[C:9]=1[O:10][C:11]1[CH:16]=[CH:15][C:14]([OH:17])=[C:13]([CH:18]([CH3:20])[CH3:19])[CH:12]=1.ClC1C=CC(S(O[CH2:34][P:35](=[O:40])([O:38][CH3:39])[O:36][CH3:37])(=O)=O)=CC=1. Product: [Br:3][C:4]1[CH:5]=[C:6]([CH:7]=[C:8]([Br:21])[C:9]=1[O:10][C:11]1[CH:16]=[CH:15][C:14]([OH:17])=[C:13]([CH:18]([CH3:20])[CH3:19])[CH:12]=1)[O:22][CH2:34][P:35](=[O:40])([O:38][CH3:39])[O:36][CH3:37]. The catalyst class is: 3. (2) Reactant: [N:1]1[CH:6]=[CH:5][CH:4]=[CH:3][C:2]=1[CH2:7][CH2:8][CH2:9][OH:10].C[Si]([N-][Si](C)(C)C)(C)C.[Li+].[CH:21]1([NH:24][C:25]([C:27]2[S:40][C:30]3=[N:31][C:32](S(C)=O)=[C:33]([Cl:36])[C:34]([CH3:35])=[C:29]3[C:28]=2[NH2:41])=[O:26])[CH2:23][CH2:22]1. Product: [CH:21]1([NH:24][C:25]([C:27]2[S:40][C:30]3=[N:31][C:32]([O:10][CH2:9][CH2:8][CH2:7][C:2]4[CH:3]=[CH:4][CH:5]=[CH:6][N:1]=4)=[C:33]([Cl:36])[C:34]([CH3:35])=[C:29]3[C:28]=2[NH2:41])=[O:26])[CH2:23][CH2:22]1. The catalyst class is: 1. (3) Reactant: [CH2:1]([O:8][CH2:9][C@@H:10]([F:13])[CH2:11][OH:12])[C:2]1[CH:7]=[CH:6][CH:5]=[CH:4][CH:3]=1.N1C=CN=C1.[C:19]([Si:23]([CH3:26])([CH3:25])Cl)([CH3:22])([CH3:21])[CH3:20].O. Product: [CH2:1]([O:8][CH2:9][C@@H:10]([F:13])[CH2:11][O:12][Si:23]([C:19]([CH3:22])([CH3:21])[CH3:20])([CH3:26])[CH3:25])[C:2]1[CH:7]=[CH:6][CH:5]=[CH:4][CH:3]=1. The catalyst class is: 42. (4) Reactant: C(OC([N:8]1[C:16]2[C:11](=[CH:12][CH:13]=[C:14]([Cl:17])[CH:15]=2)/[C:10](=[CH:18]/[C:19]2[CH:24]=[C:23]([Cl:25])[CH:22]=[CH:21][C:20]=2[O:26][CH2:27][S:28]([CH3:30])=[O:29])/[C:9]1=[O:31])=O)(C)(C)C.[F:32][C:33]1[CH:34]=[CH:35][C:36]([CH3:48])=[C:37]([CH:39]=[N:40][C:41]([O:43][Si](C)(C)C)=[CH2:42])[CH:38]=1. Product: [Cl:17][C:14]1[CH:15]=[C:16]2[NH:8][C:9](=[O:31])[C:10]3([CH:18]([C:19]4[CH:24]=[C:23]([Cl:25])[CH:22]=[CH:21][C:20]=4[O:26][CH2:27][S:28]([CH3:30])=[O:29])[CH2:42][C:41](=[O:43])[NH:40][CH:39]3[C:37]3[CH:38]=[C:33]([F:32])[CH:34]=[CH:35][C:36]=3[CH3:48])[C:11]2=[CH:12][CH:13]=1. The catalyst class is: 11.